This data is from Forward reaction prediction with 1.9M reactions from USPTO patents (1976-2016). The task is: Predict the product of the given reaction. (1) Given the reactants Cl[C:2]1[N:3]([CH2:24][CH:25]2[CH2:29][CH2:28][O:27][CH2:26]2)[C:4]2[C:9]([N:10]=1)=[C:8]([N:11]1[CH2:16][CH2:15][O:14][CH2:13][CH2:12]1)[N:7]=[C:6]([C:17]1[CH:18]=[N:19][C:20]([NH2:23])=[N:21][CH:22]=1)[N:5]=2.[S:30]([N:34]1[CH2:39][CH2:38][NH:37][CH2:36][CH2:35]1)([CH3:33])(=[O:32])=[O:31], predict the reaction product. The product is: [CH3:33][S:30]([N:34]1[CH2:39][CH2:38][N:37]([C:2]2[N:3]([CH2:24][CH:25]3[CH2:29][CH2:28][O:27][CH2:26]3)[C:4]3[C:9]([N:10]=2)=[C:8]([N:11]2[CH2:12][CH2:13][O:14][CH2:15][CH2:16]2)[N:7]=[C:6]([C:17]2[CH:22]=[N:21][C:20]([NH2:23])=[N:19][CH:18]=2)[N:5]=3)[CH2:36][CH2:35]1)(=[O:32])=[O:31]. (2) Given the reactants B(Cl)(Cl)Cl.C([O:12][CH2:13][C@@H:14]1[O:32][CH2:31][C@:17]2([C:33]3[CH:38]=[CH:37][C:36]([F:39])=[CH:35][C:34]=3[F:40])[N:18]=[C:19]([NH:22][C:23](=[O:30])[C:24]3[CH:29]=[CH:28][CH:27]=[CH:26][CH:25]=3)[S:20][CH2:21][C@@H:16]2[CH2:15]1)C1C=CC=CC=1.CO, predict the reaction product. The product is: [F:40][C:34]1[CH:35]=[C:36]([F:39])[CH:37]=[CH:38][C:33]=1[C@:17]12[CH2:31][O:32][C@@H:14]([CH2:13][OH:12])[CH2:15][C@H:16]1[CH2:21][S:20][C:19]([NH:22][C:23](=[O:30])[C:24]1[CH:25]=[CH:26][CH:27]=[CH:28][CH:29]=1)=[N:18]2. (3) Given the reactants [C:1]([Si:5]([CH3:34])([CH3:33])[O:6][CH2:7][CH2:8][NH:9][C:10]1[CH:15]=[CH:14][C:13]([NH:16][C:17]([C:19]2[C:20]([NH:24][C:25]([C:27]3[S:28][C:29]([Cl:32])=[CH:30][CH:31]=3)=[O:26])=[CH:21][S:22][CH:23]=2)=[O:18])=[CH:12][CH:11]=1)([CH3:4])([CH3:3])[CH3:2].[N:35]#[C:36]Br.C(=O)(O)[O-].[Na+], predict the reaction product. The product is: [Si:5]([O:6][CH2:7][CH2:8][N:9]([C:36]#[N:35])[C:10]1[CH:11]=[CH:12][C:13]([NH:16][C:17]([C:19]2[C:20]([NH:24][C:25]([C:27]3[S:28][C:29]([Cl:32])=[CH:30][CH:31]=3)=[O:26])=[CH:21][S:22][CH:23]=2)=[O:18])=[CH:14][CH:15]=1)([C:1]([CH3:4])([CH3:3])[CH3:2])([CH3:34])[CH3:33].